From a dataset of Forward reaction prediction with 1.9M reactions from USPTO patents (1976-2016). Predict the product of the given reaction. (1) Given the reactants [Si:1]([O:18][CH2:19][C:20]1[C:25]([N:26]2[CH2:31][C@H:30]([CH3:32])[O:29][C@H:28]([CH3:33])[CH2:27]2)=[C:24]([F:34])[C:23]([F:35])=[CH:22][CH:21]=1)([C:14]([CH3:17])([CH3:16])[CH3:15])([C:8]1[CH:13]=[CH:12][CH:11]=[CH:10][CH:9]=1)[C:2]1[CH:7]=[CH:6][CH:5]=[CH:4][CH:3]=1.[Li]C(CC)C.CON(C)[C:44]([C:46]1[O:47][CH:48]=[CH:49][CH:50]=1)=[O:45], predict the reaction product. The product is: [Si:1]([O:18][CH2:19][C:20]1[C:25]([N:26]2[CH2:31][C@H:30]([CH3:32])[O:29][C@H:28]([CH3:33])[CH2:27]2)=[C:24]([F:34])[C:23]([F:35])=[C:22]([C:44]([C:46]2[O:47][CH:48]=[CH:49][CH:50]=2)=[O:45])[CH:21]=1)([C:14]([CH3:16])([CH3:17])[CH3:15])([C:2]1[CH:7]=[CH:6][CH:5]=[CH:4][CH:3]=1)[C:8]1[CH:13]=[CH:12][CH:11]=[CH:10][CH:9]=1. (2) Given the reactants Cl[C:2]1[N:7]=[C:6]([NH:8][CH2:9][C:10]([N:12]([CH:14]2[CH2:19][CH2:18][N:17]([CH2:20][CH:21]3[CH2:23][CH2:22]3)[CH2:16][CH2:15]2)[CH3:13])=[O:11])[C:5]([CH3:24])=[CH:4][N:3]=1.[CH3:25][O:26][C:27]1[CH:34]=[CH:33][C:30]([CH2:31][NH2:32])=[CH:29][CH:28]=1.C(N(C(C)C)CC)(C)C, predict the reaction product. The product is: [CH:21]1([CH2:20][N:17]2[CH2:18][CH2:19][CH:14]([N:12]([CH3:13])[C:10](=[O:11])[CH2:9][NH:8][C:6]3[C:5]([CH3:24])=[CH:4][N:3]=[C:2]([NH:32][CH2:31][C:30]4[CH:33]=[CH:34][C:27]([O:26][CH3:25])=[CH:28][CH:29]=4)[N:7]=3)[CH2:15][CH2:16]2)[CH2:23][CH2:22]1. (3) Given the reactants [Cl:1][S:2]([CH2:5][C:6](Cl)=[O:7])(=[O:4])=[O:3].[CH3:9][OH:10], predict the reaction product. The product is: [CH3:9][O:10][C:6](=[O:7])[CH2:5][S:2]([Cl:1])(=[O:4])=[O:3]. (4) Given the reactants [CH3:1][O:2][C:3]([C:5]1[CH:9]=[C:8]([CH:10](O)[CH2:11][CH2:12][CH2:13][NH:14][C:15]([O:17][C:18]([CH3:21])([CH3:20])[CH3:19])=[O:16])[S:7][C:6]=1[CH3:23])=[O:4].C(N(CC)CC)C.CS(Cl)(=O)=O.O, predict the reaction product. The product is: [C:18]([O:17][C:15]([N:14]1[CH2:13][CH2:12][CH2:11][CH:10]1[C:8]1[S:7][C:6]([CH3:23])=[C:5]([C:3]([O:2][CH3:1])=[O:4])[CH:9]=1)=[O:16])([CH3:21])([CH3:20])[CH3:19]. (5) Given the reactants [CH3:1][O:2][C:3]1[N:4]=[C:5]2[C:10](=[CH:11][CH:12]=1)[NH:9][CH:8]=[CH:7][C:6]2=O.O=P(Cl)(Cl)[Cl:16], predict the reaction product. The product is: [Cl:16][C:6]1[CH:7]=[CH:8][N:9]=[C:10]2[C:5]=1[N:4]=[C:3]([O:2][CH3:1])[CH:12]=[CH:11]2. (6) Given the reactants [BH4-].[Na+].[F:3][C:4]1[CH:9]=[CH:8][C:7]([C:10](=[O:29])[CH:11]([CH2:17][C:18]2[CH:23]=[CH:22][CH:21]=[C:20]([S:24][C:25]([F:28])([F:27])[F:26])[CH:19]=2)[C:12]([O:14][CH2:15][CH3:16])=[O:13])=[CH:6][CH:5]=1.Cl.C(=O)([O-])O.[Na+], predict the reaction product. The product is: [F:3][C:4]1[CH:5]=[CH:6][C:7]([CH:10]([OH:29])[CH:11]([CH2:17][C:18]2[CH:23]=[CH:22][CH:21]=[C:20]([S:24][C:25]([F:26])([F:27])[F:28])[CH:19]=2)[C:12]([O:14][CH2:15][CH3:16])=[O:13])=[CH:8][CH:9]=1. (7) Given the reactants C(OC([N:8]1[CH2:13][CH2:12][CH:11]([CH2:14][CH2:15][N:16]([CH2:30][CH2:31][C:32]2[CH:37]=[CH:36][C:35]([C:38]#[N:39])=[C:34]([CH3:40])[CH:33]=2)[C:17]2[S:18][C:19]3[CH:25]=[C:24]([C:26]([F:29])([F:28])[F:27])[CH:23]=[CH:22][C:20]=3[N:21]=2)[CH2:10][CH2:9]1)=O)(C)(C)C.FC(F)(F)C(O)=O.NCCC1C=CC(C#N)=C(C)C=1.CC(OC(N1CCC(CC=O)CC1)=O)(C)C.ClC1SC2C=C(C(F)(F)F)C=CC=2N=1.FC(F)(F)C(O)=O, predict the reaction product. The product is: [CH3:40][C:34]1[CH:33]=[C:32]([CH2:31][CH2:30][N:16]([CH2:15][CH2:14][CH:11]2[CH2:10][CH2:9][NH:8][CH2:13][CH2:12]2)[C:17]2[S:18][C:19]3[CH:25]=[C:24]([C:26]([F:28])([F:27])[F:29])[CH:23]=[CH:22][C:20]=3[N:21]=2)[CH:37]=[CH:36][C:35]=1[C:38]#[N:39].